This data is from Reaction yield outcomes from USPTO patents with 853,638 reactions. The task is: Predict the reaction yield, written as a fraction of the theoretical maximum amount of product (1.0 means a 100% yield; for example, 0.34 means a 34% yield). (1) The reactants are [OH:1][C:2]1[CH:7]=[C:6]([OH:8])[CH:5]=[CH:4][C:3]=1[C:9](=[O:18])[CH2:10][C:11]1[CH:16]=[CH:15][C:14]([CH3:17])=[CH:13][CH:12]=1.[CH3:19]O. No catalyst specified. The product is [OH:1][C:2]1[CH:7]=[C:6]([O:8][CH3:19])[CH:5]=[CH:4][C:3]=1[C:9](=[O:18])[CH2:10][C:11]1[CH:12]=[CH:13][C:14]([CH3:17])=[CH:15][CH:16]=1. The yield is 0.930. (2) The reactants are [C:1]([C:3]1[CH:4]=[C:5](B(O)O)[CH:6]=[CH:7][CH:8]=1)#[N:2].[CH3:12][C@H:13]1[C@@H:17]([C:18]2[N:22]3[C:23]4[CH:29]=[CH:28][N:27]([S:30]([C:33]5[CH:39]=[CH:38][C:36]([CH3:37])=[CH:35][CH:34]=5)(=[O:32])=[O:31])[C:24]=4[N:25]=[CH:26][C:21]3=[N:20][N:19]=2)[CH2:16][C@@H:15]([NH2:40])[CH2:14]1.CCN(C(C)C)C(C)C. The catalyst is C(Cl)Cl.CC#N.O.C([O-])(=O)C.[Cu+2].C([O-])(=O)C. The product is [CH3:12][C@H:13]1[C@@H:17]([C:18]2[N:22]3[C:23]4[CH:29]=[CH:28][N:27]([S:30]([C:33]5[CH:34]=[CH:35][C:36]([CH3:37])=[CH:38][CH:39]=5)(=[O:32])=[O:31])[C:24]=4[N:25]=[CH:26][C:21]3=[N:20][N:19]=2)[CH2:16][C@@H:15]([NH:40][C:5]2[CH:4]=[C:3]([CH:8]=[CH:7][CH:6]=2)[C:1]#[N:2])[CH2:14]1. The yield is 0.480. (3) The reactants are [CH3:1][O:2][C:3]1[CH:12]=[C:11]2[C:6]([C:7](Cl)=[CH:8][CH:9]=[N:10]2)=[CH:5][C:4]=1[C:14]([NH2:16])=[O:15].CS(C)=O.[Cl:21][C:22]1[CH:27]=[C:26]([OH:28])[CH:25]=[CH:24][C:23]=1[NH:29][C:30]([NH:32][CH:33]1[CH2:35][CH2:34]1)=[O:31].CC(C)([O-])C.[K+]. The catalyst is O.CC(C)=O.O. The product is [Cl:21][C:22]1[CH:27]=[C:26]([CH:25]=[CH:24][C:23]=1[NH:29][C:30]([NH:32][CH:33]1[CH2:34][CH2:35]1)=[O:31])[O:28][C:7]1[C:6]2[C:11](=[CH:12][C:3]([O:2][CH3:1])=[C:4]([C:14]([NH2:16])=[O:15])[CH:5]=2)[N:10]=[CH:9][CH:8]=1. The yield is 0.963. (4) The reactants are [Cl-].[Al+3].[Cl-].[Cl-].[H-].[Al+3].[Li+].[H-].[H-].[H-].[Cl:11][C:12]1[CH:13]=[C:14]2[C:18](=[CH:19][C:20]=1[Cl:21])[C:17](=O)[N:16]([C:23]1[C:24]([CH3:42])=[C:25]([CH3:41])[C:26]3[O:30][C:29]([CH3:32])([CH3:31])[CH:28]([C:33]4[CH:38]=[CH:37][CH:36]=[CH:35][CH:34]=4)[C:27]=3[C:39]=1[CH3:40])[C:15]2=O.O. The catalyst is O1CCCC1. The product is [Cl:21][C:20]1[CH:19]=[C:18]2[C:14](=[CH:13][C:12]=1[Cl:11])[CH2:15][N:16]([C:23]1[C:24]([CH3:42])=[C:25]([CH3:41])[C:26]3[O:30][C:29]([CH3:31])([CH3:32])[CH:28]([C:33]4[CH:34]=[CH:35][CH:36]=[CH:37][CH:38]=4)[C:27]=3[C:39]=1[CH3:40])[CH2:17]2. The yield is 0.180. (5) The reactants are [CH:1]1([NH:4][C:5](=O)[CH2:6][NH:7][C:8]([C:10]2[CH:11]=[N:12][CH:13]=[CH:14][CH:15]=2)=[S:9])[CH2:3][CH2:2]1.P(Cl)(Cl)(O[Cl:20])=O. The catalyst is C(#N)C. The product is [ClH:20].[CH:1]1([NH:4][C:5]2[S:9][C:8]([C:10]3[CH:11]=[N:12][CH:13]=[CH:14][CH:15]=3)=[N:7][CH:6]=2)[CH2:3][CH2:2]1. The yield is 1.00. (6) The reactants are FC(F)(F)C(O)=O.C(OC([N:15]1[CH2:20][CH2:19][CH:18]([N:21]2[CH:25]=[C:24]([C:26]3[C:27]([O:41][CH2:42][CH2:43][CH3:44])=[C:28]4[C:33](=[CH:34][CH:35]=3)[N:32]([C:36]([O:38][CH3:39])=[O:37])[C@@H:31]([CH3:40])[CH2:30][CH2:29]4)[CH:23]=[N:22]2)[CH2:17][CH2:16]1)=O)(C)(C)C. The catalyst is ClCCl. The product is [CH3:40][C@H:31]1[CH2:30][CH2:29][C:28]2[C:33](=[CH:34][CH:35]=[C:26]([C:24]3[CH:23]=[N:22][N:21]([CH:18]4[CH2:19][CH2:20][NH:15][CH2:16][CH2:17]4)[CH:25]=3)[C:27]=2[O:41][CH2:42][CH2:43][CH3:44])[N:32]1[C:36]([O:38][CH3:39])=[O:37]. The yield is 0.970.